From a dataset of Full USPTO retrosynthesis dataset with 1.9M reactions from patents (1976-2016). Predict the reactants needed to synthesize the given product. (1) Given the product [Cl:32][C:29]1[CH:30]=[CH:31][C:26]([C:24]2[C:23]3[C:18](=[CH:19][CH:20]=[CH:21][CH:22]=3)[C:17](=[O:33])[N:2]([NH:1][C:3](=[O:40])[CH2:4][C:6]3([C:11]([F:14])([F:13])[F:12])[CH2:10][CH2:9][CH2:8][CH2:7]3)[N:25]=2)=[CH:27][CH:28]=1, predict the reactants needed to synthesize it. The reactants are: [N+:1](=[CH:3][C:4]([C:6]1([C:11]([F:14])([F:13])[F:12])[CH2:10][CH2:9][CH2:8][CH2:7]1)=O)=[N-:2].NN1[N:25]=[C:24]([C:26]2[CH:31]=[CH:30][C:29]([Cl:32])=[CH:28][CH:27]=2)[C:23]2[C:18](=[CH:19][CH:20]=[CH:21][CH:22]=2)[C:17]1=[O:33].CN1CCCC1=[O:40]. (2) Given the product [CH3:14][N:13]([CH3:15])[C:11]([C:9]1[N:8]([CH:16]2[CH2:21][CH2:20][CH2:19][O:18][CH2:17]2)[C:6]2[N:7]=[C:2]([NH:22][C:23]3[CH:45]=[CH:44][C:26]([C:27]([N:29]4[CH2:30][CH:31]5[N:36]([C:37]([O:39][C:40]([CH3:41])([CH3:42])[CH3:43])=[O:38])[CH:34]([CH2:33][CH2:32]5)[CH2:35]4)=[O:28])=[CH:25][N:24]=3)[N:3]=[CH:4][C:5]=2[CH:10]=1)=[O:12], predict the reactants needed to synthesize it. The reactants are: Cl[C:2]1[N:3]=[CH:4][C:5]2[CH:10]=[C:9]([C:11]([N:13]([CH3:15])[CH3:14])=[O:12])[N:8]([CH:16]3[CH2:21][CH2:20][CH2:19][O:18][CH2:17]3)[C:6]=2[N:7]=1.[NH2:22][C:23]1[CH:45]=[CH:44][C:26]([C:27]([N:29]2[CH2:35][CH:34]3[N:36]([C:37]([O:39][C:40]([CH3:43])([CH3:42])[CH3:41])=[O:38])[CH:31]([CH2:32][CH2:33]3)[CH2:30]2)=[O:28])=[CH:25][N:24]=1. (3) The reactants are: [OH:1][C@H:2]1[CH2:7][CH2:6][C@H:5]([C:8]([O:10][CH2:11][CH3:12])=[O:9])[CH2:4][CH2:3]1.O[C:14]1[CH:29]=[CH:28][C:17]([C:18]([O:20][CH2:21][C:22]2[CH:27]=[CH:26][CH:25]=[CH:24][CH:23]=2)=[O:19])=[CH:16][CH:15]=1.N(C(N1CCCCC1)=O)=NC(N1CCCCC1)=O.C(P(CCCC)CCCC)CCC. Given the product [CH2:11]([O:10][C:8]([C@@H:5]1[CH2:4][CH2:3][C@H:2]([O:1][C:14]2[CH:29]=[CH:28][C:17]([C:18]([O:20][CH2:21][C:22]3[CH:27]=[CH:26][CH:25]=[CH:24][CH:23]=3)=[O:19])=[CH:16][CH:15]=2)[CH2:7][CH2:6]1)=[O:9])[CH3:12], predict the reactants needed to synthesize it. (4) Given the product [Cl:3][C:4]1[CH:9]=[CH:8][C:7]([C:10]2([C:11]#[N:12])[CH2:17][CH2:16][CH2:15][CH2:14]2)=[CH:6][CH:5]=1, predict the reactants needed to synthesize it. The reactants are: [H-].[Na+].[Cl:3][C:4]1[CH:9]=[CH:8][C:7]([CH2:10][C:11]#[N:12])=[CH:6][CH:5]=1.Br[CH2:14][CH2:15][CH2:16][CH2:17]Br.